From a dataset of TCR-epitope binding with 47,182 pairs between 192 epitopes and 23,139 TCRs. Binary Classification. Given a T-cell receptor sequence (or CDR3 region) and an epitope sequence, predict whether binding occurs between them. (1) The epitope is FLYALALLL. The TCR CDR3 sequence is CASSQEAPLGTQYF. Result: 0 (the TCR does not bind to the epitope). (2) The epitope is YLNTLTLAV. The TCR CDR3 sequence is CASSLGGYEQYF. Result: 1 (the TCR binds to the epitope). (3) The epitope is TTLPVNVAF. The TCR CDR3 sequence is CASSGGTSFREQFF. Result: 0 (the TCR does not bind to the epitope).